This data is from Reaction yield outcomes from USPTO patents with 853,638 reactions. The task is: Predict the reaction yield, written as a fraction of the theoretical maximum amount of product (1.0 means a 100% yield; for example, 0.34 means a 34% yield). The reactants are CC1(C)C2C(=C(P(C3C=CC=CC=3)C3C=CC=CC=3)C=CC=2)OC2C(P(C3C=CC=CC=3)C3C=CC=CC=3)=CC=CC1=2.Cl[C:44]1[C:49]([N+:50]([O-:52])=[O:51])=[CH:48][CH:47]=[C:46]([C:53]([F:56])([F:55])[F:54])[CH:45]=1.[CH3:57][C:58]1[CH:62]=[C:61]([NH2:63])[O:60][N:59]=1.C([O-])([O-])=O.[K+].[K+]. The catalyst is O1CCOCC1.C([O-])(=O)C.[Pd+2].C([O-])(=O)C. The product is [CH3:57][C:58]1[CH:62]=[C:61]([NH:63][C:44]2[CH:45]=[C:46]([C:53]([F:56])([F:55])[F:54])[CH:47]=[CH:48][C:49]=2[N+:50]([O-:52])=[O:51])[O:60][N:59]=1. The yield is 0.630.